Dataset: Full USPTO retrosynthesis dataset with 1.9M reactions from patents (1976-2016). Task: Predict the reactants needed to synthesize the given product. (1) Given the product [CH3:34][O:33][C:27]1[CH:26]=[C:25]([C:23]#[C:24][C:7]2[CH:8]=[CH:9][C:4]([C:1](=[O:3])[CH3:2])=[CH:5][C:6]=2[O:21][CH3:22])[CH:30]=[CH:29][C:28]=1[O:31][CH3:32], predict the reactants needed to synthesize it. The reactants are: [C:1]([C:4]1[CH:9]=[CH:8][C:7](OS(C2C=CC(C)=CC=2)(=O)=O)=[C:6]([O:21][CH3:22])[CH:5]=1)(=[O:3])[CH3:2].[C:23]([C:25]1[CH:30]=[CH:29][C:28]([O:31][CH3:32])=[C:27]([O:33][CH3:34])[CH:26]=1)#[CH:24]. (2) Given the product [ClH:26].[F:1][C:2]1[CH:3]=[CH:4][C:5]2[N:20]=[C:18]([NH2:19])[C:10]3[C:11]4[CH:17]=[CH:16][CH:15]=[CH:14][C:12]=4[S:13][C:9]=3[NH:8][C:6]=2[CH:7]=1, predict the reactants needed to synthesize it. The reactants are: [F:1][C:2]1[CH:3]=[CH:4][C:5]([N+:20]([O-])=O)=[C:6]([NH:8][C:9]2[S:13][C:12]3[CH:14]=[CH:15][CH:16]=[CH:17][C:11]=3[C:10]=2[C:18]#[N:19])[CH:7]=1.O.O.[Sn](Cl)[Cl:26].Cl. (3) Given the product [F:27][C:3]1[CH:4]=[C:5]([CH:25]=[CH:26][C:2]=1[S:40][CH3:39])[CH2:6][O:7][CH2:8][C@@H:9]1[CH2:11][C@@H:10]1[CH:12]1[CH2:17][CH2:16][N:15]([C:18]([O:20][C:21]([CH3:24])([CH3:23])[CH3:22])=[O:19])[CH2:14][CH2:13]1, predict the reactants needed to synthesize it. The reactants are: Br[C:2]1[CH:26]=[CH:25][C:5]([CH2:6][O:7][CH2:8][C@@H:9]2[CH2:11][C@@H:10]2[CH:12]2[CH2:17][CH2:16][N:15]([C:18]([O:20][C:21]([CH3:24])([CH3:23])[CH3:22])=[O:19])[CH2:14][CH2:13]2)=[CH:4][C:3]=1[F:27].C([Li])CCC.CCCCCC.[CH3:39][S:40]SC. (4) Given the product [CH3:6][C:7]1[N:8]=[C:9]([CH3:26])[N:10]2[C:15]=1[C:14]([N:27]1[CH:31]=[N:30][CH:29]=[N:28]1)=[N:13][C:12]([C:17]1[CH:22]=[CH:21][C:20]([N+:23]([O-:25])=[O:24])=[CH:19][CH:18]=1)=[N:11]2, predict the reactants needed to synthesize it. The reactants are: P(Cl)(Cl)(Cl)=O.[CH3:6][C:7]1[N:8]=[C:9]([CH3:26])[N:10]2[C:15]=1[C:14](=O)[NH:13][C:12]([C:17]1[CH:22]=[CH:21][C:20]([N+:23]([O-:25])=[O:24])=[CH:19][CH:18]=1)=[N:11]2.[NH:27]1[CH:31]=[N:30][CH:29]=[N:28]1. (5) Given the product [Cl:26][C:25]1[C:20]([CH:18]2[CH2:19][CH:17]2[NH:7][C:8](=[O:16])[C:9]2[CH:14]=[CH:13][CH:12]=[CH:11][C:10]=2[I:15])=[N:21][CH:22]=[C:23]([Cl:27])[CH:24]=1, predict the reactants needed to synthesize it. The reactants are: C(OC(=O)[N:7]([CH:17]1[CH2:19][CH:18]1[C:20]1[C:25]([Cl:26])=[CH:24][C:23]([Cl:27])=[CH:22][N:21]=1)[C:8](=[O:16])[C:9]1[CH:14]=[CH:13][CH:12]=[CH:11][C:10]=1[I:15])(C)(C)C.FC(F)(F)C(O)=O. (6) Given the product [Cl:2][C:3]1[CH:4]=[C:5]([NH:18][C:19]2[C:28]3[C:23](=[CH:24][CH:25]=[C:26]([C:34]4[O:30][C:31]([CH:38]=[O:39])=[CH:32][CH:33]=4)[CH:27]=3)[N:22]=[CH:21][N:20]=2)[CH:6]=[CH:7][C:8]=1[O:9][CH2:10][C:11]1[CH:16]=[CH:15][CH:14]=[C:13]([F:17])[CH:12]=1, predict the reactants needed to synthesize it. The reactants are: Cl.[Cl:2][C:3]1[CH:4]=[C:5]([NH:18][C:19]2[C:28]3[C:23](=[CH:24][CH:25]=[C:26](I)[CH:27]=3)[N:22]=[CH:21][N:20]=2)[CH:6]=[CH:7][C:8]=1[O:9][CH2:10][C:11]1[CH:16]=[CH:15][CH:14]=[C:13]([F:17])[CH:12]=1.[O:30]1[CH:34]=[CH:33][CH:32]=[C:31]1B(O)O.[C:38]([O-])([O-])=[O:39].[K+].[K+]. (7) The reactants are: [Cl:1][C:2]1[CH:10]=[CH:9][C:8]([Cl:11])=[C:7]2[C:3]=1[C:4]1[CH2:15][CH2:14][N:13]([CH3:16])[CH2:12][C:5]=1[NH:6]2.[H-].[Na+].CC1C=CC(S(O[CH2:30][CH2:31][C:32]2[CH:33]=[N:34][C:35]([CH3:38])=[CH:36][CH:37]=2)(=O)=O)=CC=1. Given the product [Cl:1][C:2]1[CH:10]=[CH:9][C:8]([Cl:11])=[C:7]2[C:3]=1[C:4]1[CH2:15][CH2:14][N:13]([CH3:16])[CH2:12][C:5]=1[N:6]2[CH2:30][CH2:31][C:32]1[CH:33]=[N:34][C:35]([CH3:38])=[CH:36][CH:37]=1, predict the reactants needed to synthesize it.